Task: Predict the reaction yield, written as a fraction of the theoretical maximum amount of product (1.0 means a 100% yield; for example, 0.34 means a 34% yield).. Dataset: Reaction yield outcomes from USPTO patents with 853,638 reactions (1) The product is [Cl:1][C:2]1[CH:3]=[C:4]2[C:9](=[CH:10][C:11]=1[O:12][C:13]1[CH:14]=[CH:15][C:16]([C:17](=[O:19])[NH:42][CH:43]([CH2:44][OH:45])[CH2:46][C:47]3[CH:52]=[CH:51][C:50]([Cl:53])=[CH:49][CH:48]=3)=[CH:20][CH:21]=1)[O:8][CH2:7][CH2:6][CH:5]2[C:22]([O:24][CH2:25][CH3:26])=[O:23]. The yield is 0.768. The reactants are [Cl:1][C:2]1[CH:3]=[C:4]2[C:9](=[CH:10][C:11]=1[O:12][C:13]1[CH:21]=[CH:20][C:16]([C:17]([OH:19])=O)=[CH:15][CH:14]=1)[O:8][CH2:7][CH2:6][CH:5]2[C:22]([O:24][CH2:25][CH3:26])=[O:23].C(Cl)(=O)C(Cl)=O.C(N(C(C)C)C(C)C)C.[NH2:42][CH:43]([CH2:46][C:47]1[CH:52]=[CH:51][C:50]([Cl:53])=[CH:49][CH:48]=1)[CH2:44][OH:45]. The catalyst is ClCCl.CN(C=O)C.CCOC(C)=O. (2) The reactants are Cl[C:2]1[N:7]=[C:6]([N:8]2[CH2:13][CH2:12][O:11][CH2:10][CH2:9]2)[N:5]=[C:4]([N:14]2[CH2:19][CH2:18][O:17][CH2:16][CH2:15]2)[CH:3]=1.[CH3:20][C:21]1[CH:27]=[CH:26][C:24]([NH2:25])=[CH:23][C:22]=1B1OC(C)(C)C(C)(C)O1. The catalyst is COCCOC.C(=O)([O-])[O-].[Na+].[Na+].C1C=CC(P(C2C=CC=CC=2)[C-]2C=CC=C2)=CC=1.C1C=CC(P(C2C=CC=CC=2)[C-]2C=CC=C2)=CC=1.Cl[Pd]Cl.[Fe+2].C(Cl)Cl. The product is [O:11]1[CH2:12][CH2:13][N:8]([C:6]2[N:7]=[C:2]([C:22]3[CH:23]=[C:24]([CH:26]=[CH:27][C:21]=3[CH3:20])[NH2:25])[CH:3]=[C:4]([N:14]3[CH2:19][CH2:18][O:17][CH2:16][CH2:15]3)[N:5]=2)[CH2:9][CH2:10]1. The yield is 0.960. (3) The reactants are [Br:1][C:2]1[C:3]([F:20])=[C:4]([NH:8][N:9]=[C:10]([C:15](=[O:19])[CH2:16][O:17][CH3:18])[C:11]([O:13][CH3:14])=[O:12])[CH:5]=[CH:6][CH:7]=1.[CH3:21]OC(OC)N(C)C. No catalyst specified. The product is [Br:1][C:2]1[C:3]([F:20])=[C:4]([N:8]2[CH:21]=[C:16]([O:17][CH3:18])[C:15](=[O:19])[C:10]([C:11]([O:13][CH3:14])=[O:12])=[N:9]2)[CH:5]=[CH:6][CH:7]=1. The yield is 0.750.